Dataset: NCI-60 drug combinations with 297,098 pairs across 59 cell lines. Task: Regression. Given two drug SMILES strings and cell line genomic features, predict the synergy score measuring deviation from expected non-interaction effect. (1) Drug 1: C1=C(C(=O)NC(=O)N1)F. Drug 2: CCCCC(=O)OCC(=O)C1(CC(C2=C(C1)C(=C3C(=C2O)C(=O)C4=C(C3=O)C=CC=C4OC)O)OC5CC(C(C(O5)C)O)NC(=O)C(F)(F)F)O. Cell line: SK-MEL-5. Synergy scores: CSS=32.4, Synergy_ZIP=-7.01, Synergy_Bliss=-15.1, Synergy_Loewe=-15.1, Synergy_HSA=-15.2. (2) Drug 1: C1=NNC2=C1C(=O)NC=N2. Drug 2: C1CC(=O)NC(=O)C1N2C(=O)C3=CC=CC=C3C2=O. Cell line: OVCAR3. Synergy scores: CSS=3.74, Synergy_ZIP=-0.693, Synergy_Bliss=2.54, Synergy_Loewe=-2.49, Synergy_HSA=0.175. (3) Drug 1: C1CCC(C1)C(CC#N)N2C=C(C=N2)C3=C4C=CNC4=NC=N3. Synergy scores: CSS=46.3, Synergy_ZIP=-2.36, Synergy_Bliss=0.558, Synergy_Loewe=-50.9, Synergy_HSA=5.34. Cell line: CAKI-1. Drug 2: CC1=C2C(C(=O)C3(C(CC4C(C3C(C(C2(C)C)(CC1OC(=O)C(C(C5=CC=CC=C5)NC(=O)C6=CC=CC=C6)O)O)OC(=O)C7=CC=CC=C7)(CO4)OC(=O)C)O)C)OC(=O)C. (4) Drug 1: C1=C(C(=O)NC(=O)N1)N(CCCl)CCCl. Drug 2: N.N.Cl[Pt+2]Cl. Cell line: SN12C. Synergy scores: CSS=33.3, Synergy_ZIP=-7.76, Synergy_Bliss=-5.16, Synergy_Loewe=-7.87, Synergy_HSA=-5.13. (5) Cell line: SF-539. Drug 1: CCC1=CC2CC(C3=C(CN(C2)C1)C4=CC=CC=C4N3)(C5=C(C=C6C(=C5)C78CCN9C7C(C=CC9)(C(C(C8N6C)(C(=O)OC)O)OC(=O)C)CC)OC)C(=O)OC.C(C(C(=O)O)O)(C(=O)O)O. Drug 2: C1CC(=O)NC(=O)C1N2C(=O)C3=CC=CC=C3C2=O. Synergy scores: CSS=24.6, Synergy_ZIP=2.37, Synergy_Bliss=3.96, Synergy_Loewe=-40.6, Synergy_HSA=0.810.